This data is from Forward reaction prediction with 1.9M reactions from USPTO patents (1976-2016). The task is: Predict the product of the given reaction. (1) Given the reactants C(O)(=O)CCC(O)=O.[C:9]([N:28]1[CH2:33][CH2:32][NH:31][CH2:30][CH2:29]1)([C:22]1[CH:27]=[CH:26][CH:25]=[CH:24][CH:23]=1)([C:16]1[CH:21]=[CH:20][CH:19]=[CH:18][CH:17]=1)[C:10]1[CH:15]=[CH:14][CH:13]=[CH:12][CH:11]=1.[C:34](=[O:37])([O-])[O-:35].[K+].[K+].ClC(O[C:44]1[CH:49]=[CH:48][CH:47]=[CH:46][CH:45]=1)=O, predict the reaction product. The product is: [C:44]1([NH:28][C:34](=[O:37])[OH:35])[CH:49]=[CH:48][CH:47]=[CH:46][CH:45]=1.[C:9]([N:28]1[CH2:33][CH2:32][NH:31][CH2:30][CH2:29]1)([C:22]1[CH:23]=[CH:24][CH:25]=[CH:26][CH:27]=1)([C:16]1[CH:17]=[CH:18][CH:19]=[CH:20][CH:21]=1)[C:10]1[CH:15]=[CH:14][CH:13]=[CH:12][CH:11]=1. (2) The product is: [OH:14][C:15]([CH3:47])([CH3:48])[CH2:16][C@@:17]1([C:41]2[CH:46]=[CH:45][CH:44]=[CH:43][CH:42]=2)[O:22][C:21](=[O:23])[N:20]([C@H:24]([C:26]2[CH:27]=[CH:28][C:29]([C:2]3[CH:3]=[CH:4][C:5](=[O:13])[N:6]([CH2:8][C:9]([OH:12])([CH3:11])[CH3:10])[CH:7]=3)=[CH:30][CH:31]=2)[CH3:25])[CH2:19][CH2:18]1. Given the reactants Br[C:2]1[CH:3]=[CH:4][C:5](=[O:13])[N:6]([CH2:8][C:9]([OH:12])([CH3:11])[CH3:10])[CH:7]=1.[OH:14][C:15]([CH3:48])([CH3:47])[CH2:16][C@@:17]1([C:41]2[CH:46]=[CH:45][CH:44]=[CH:43][CH:42]=2)[O:22][C:21](=[O:23])[N:20]([C@H:24]([C:26]2[CH:31]=[CH:30][C:29](B3OC(C)(C)C(C)(C)O3)=[CH:28][CH:27]=2)[CH3:25])[CH2:19][CH2:18]1.C([O-])(O)=O.[Na+], predict the reaction product.